Dataset: NCI-60 drug combinations with 297,098 pairs across 59 cell lines. Task: Regression. Given two drug SMILES strings and cell line genomic features, predict the synergy score measuring deviation from expected non-interaction effect. (1) Drug 1: CC1C(C(=O)NC(C(=O)N2CCCC2C(=O)N(CC(=O)N(C(C(=O)O1)C(C)C)C)C)C(C)C)NC(=O)C3=C4C(=C(C=C3)C)OC5=C(C(=O)C(=C(C5=N4)C(=O)NC6C(OC(=O)C(N(C(=O)CN(C(=O)C7CCCN7C(=O)C(NC6=O)C(C)C)C)C)C(C)C)C)N)C. Drug 2: CC1CCC2CC(C(=CC=CC=CC(CC(C(=O)C(C(C(=CC(C(=O)CC(OC(=O)C3CCCCN3C(=O)C(=O)C1(O2)O)C(C)CC4CCC(C(C4)OC)OCCO)C)C)O)OC)C)C)C)OC. Cell line: NCI-H322M. Synergy scores: CSS=10.8, Synergy_ZIP=0.0847, Synergy_Bliss=3.89, Synergy_Loewe=3.50, Synergy_HSA=3.37. (2) Drug 1: CN(C)N=NC1=C(NC=N1)C(=O)N. Drug 2: C(CCl)NC(=O)N(CCCl)N=O. Cell line: SN12C. Synergy scores: CSS=2.14, Synergy_ZIP=-1.67, Synergy_Bliss=-0.947, Synergy_Loewe=-0.790, Synergy_HSA=-0.628. (3) Drug 1: C1CCC(C1)C(CC#N)N2C=C(C=N2)C3=C4C=CNC4=NC=N3. Drug 2: CC(C)(C#N)C1=CC(=CC(=C1)CN2C=NC=N2)C(C)(C)C#N. Cell line: SN12C. Synergy scores: CSS=1.71, Synergy_ZIP=-2.78, Synergy_Bliss=-4.66, Synergy_Loewe=-3.17, Synergy_HSA=-3.11. (4) Drug 1: CNC(=O)C1=NC=CC(=C1)OC2=CC=C(C=C2)NC(=O)NC3=CC(=C(C=C3)Cl)C(F)(F)F. Drug 2: C(CN)CNCCSP(=O)(O)O. Cell line: SF-268. Synergy scores: CSS=3.61, Synergy_ZIP=-2.34, Synergy_Bliss=-4.84, Synergy_Loewe=-7.65, Synergy_HSA=-5.42.